This data is from Peptide-MHC class II binding affinity with 134,281 pairs from IEDB. The task is: Regression. Given a peptide amino acid sequence and an MHC pseudo amino acid sequence, predict their binding affinity value. This is MHC class II binding data. (1) The peptide sequence is AGGAGGVGAVGGKGG. The MHC is HLA-DQA10102-DQB10602 with pseudo-sequence HLA-DQA10102-DQB10602. The binding affinity (normalized) is 0.256. (2) The peptide sequence is INEPTAAAIAYGLSR. The MHC is HLA-DQA10501-DQB10301 with pseudo-sequence HLA-DQA10501-DQB10301. The binding affinity (normalized) is 0.717.